This data is from Full USPTO retrosynthesis dataset with 1.9M reactions from patents (1976-2016). The task is: Predict the reactants needed to synthesize the given product. Given the product [CH2:1]([O:3][C:4]([C:5]1[CH:6]=[C:7]2[C:8](=[CH:9][CH:10]=1)[NH:11][C:5]1[C:21](=[O:23])[NH:11][CH2:8][CH2:7][C:6]2=1)=[O:20])[CH3:2], predict the reactants needed to synthesize it. The reactants are: [CH2:1]([O:3][C:4](=[O:20])[C:5]1[CH:10]=[CH:9][C:8]([NH:11]N=C2CCCNC2=O)=[CH:7][CH:6]=1)[CH3:2].[CH:21]([OH:23])=O.